From a dataset of Reaction yield outcomes from USPTO patents with 853,638 reactions. Predict the reaction yield, written as a fraction of the theoretical maximum amount of product (1.0 means a 100% yield; for example, 0.34 means a 34% yield). The reactants are [Cl:1][C:2]1[CH:9]=[C:8]([Cl:10])[CH:7]=[CH:6][C:3]=1[CH:4]=O.[Cl:11][C:12]1[C:13]([C:29]([F:32])([F:31])[F:30])=[N:14][N:15]([CH2:18][C:19]([N:21]2[CH2:28][CH:27]3[CH:23]([CH2:24][NH:25][CH2:26]3)[CH2:22]2)=[O:20])[C:16]=1[CH3:17].C(O[BH-](OC(=O)C)OC(=O)C)(=O)C.[Na+].[Cl-].[NH4+]. The catalyst is C1COCC1.CCOC(C)=O. The product is [Cl:11][C:12]1[C:13]([C:29]([F:32])([F:30])[F:31])=[N:14][N:15]([CH2:18][C:19]([N:21]2[CH2:28][CH:27]3[CH:23]([CH2:24][N:25]([CH2:4][C:3]4[CH:6]=[CH:7][C:8]([Cl:10])=[CH:9][C:2]=4[Cl:1])[CH2:26]3)[CH2:22]2)=[O:20])[C:16]=1[CH3:17]. The yield is 0.800.